From a dataset of Catalyst prediction with 721,799 reactions and 888 catalyst types from USPTO. Predict which catalyst facilitates the given reaction. (1) Reactant: [CH2:1]1[CH:3]([CH2:4][N:5]2[CH:14]3[CH2:15][C:16]4[CH:21]=[CH:20][C:19]([OH:22])=[C:18]5[O:23][C@H:9]6[C:10]7[NH:31][C:30]8[C:25](=[C:26]([N:32]=[C:33]([NH2:35])[NH2:34])[CH:27]=[CH:28][CH:29]=8)[C:11]=7[CH2:12][C@:13]3([OH:24])[C@:8]6([C:17]=45)[CH2:7][CH2:6]2)[CH2:2]1. Product: [CH2:2]1[CH:3]([CH2:4][N:5]2[CH:14]3[CH2:15][C:16]4[CH:21]=[CH:20][C:19]([OH:22])=[C:18]5[O:23][C@H:9]6[C:10]7[NH:31][C:30]8[CH:25]=[C:26]([N:32]=[C:33]([NH2:35])[NH2:34])[CH:27]=[CH:28][C:29]=8[C:11]=7[CH2:12][C@:13]3([OH:24])[C@:8]6([C:17]=45)[CH2:7][CH2:6]2)[CH2:1]1. The catalyst class is: 137. (2) Reactant: C[O:2][C:3](=[O:32])[CH2:4][CH2:5][CH2:6][C:7]12[CH2:14][CH2:13][C:10]([C:15]3[NH:23][C:22]4[C:21](=[O:24])[N:20]([CH2:25][CH2:26][CH3:27])[C:19](=[O:28])[N:18]([CH2:29][CH2:30][CH3:31])[C:17]=4[N:16]=3)([CH2:11][CH2:12]1)[CH2:9][CH2:8]2.[Li+].[OH-]. Product: [O:28]=[C:19]1[N:18]([CH2:29][CH2:30][CH3:31])[C:17]2[N:16]=[C:15]([C:10]34[CH2:13][CH2:14][C:7]([CH2:6][CH2:5][CH2:4][C:3]([OH:32])=[O:2])([CH2:12][CH2:11]3)[CH2:8][CH2:9]4)[NH:23][C:22]=2[C:21](=[O:24])[N:20]1[CH2:25][CH2:26][CH3:27]. The catalyst class is: 1. (3) Reactant: Cl.[CH3:2][O:3][C:4]([C@H:6]1[CH2:10][C@@H:9]([NH2:11])[CH:8]=[CH:7]1)=[O:5].[C:12](O[C:12]([O:14][C:15]([CH3:18])([CH3:17])[CH3:16])=[O:13])([O:14][C:15]([CH3:18])([CH3:17])[CH3:16])=[O:13].C(=O)([O-])[O-].[Na+].[Na+].CCCCCCC. Product: [CH3:2][O:3][C:4]([C@H:6]1[CH2:10][C@@H:9]([NH:11][C:12]([O:14][C:15]([CH3:18])([CH3:17])[CH3:16])=[O:13])[CH:8]=[CH:7]1)=[O:5]. The catalyst class is: 6. (4) Reactant: [OH:1][C:2]1[CH:8]=[CH:7][C:5]([NH2:6])=[C:4]([N+:9]([O-:11])=[O:10])[CH:3]=1.[H-].[Na+].F[C:15]1[CH:20]=[CH:19][C:18]([N+:21]([O-:23])=[O:22])=[CH:17][CH:16]=1. Product: [N+:21]([C:18]1[CH:19]=[CH:20][C:15]([O:1][C:2]2[CH:8]=[CH:7][C:5]([NH2:6])=[C:4]([N+:9]([O-:11])=[O:10])[CH:3]=2)=[CH:16][CH:17]=1)([O-:23])=[O:22]. The catalyst class is: 3. (5) Reactant: [C:1]([C:3]1[CH:39]=[CH:38][C:6]2[N:7]([CH2:30][O:31][CH2:32][CH2:33][Si:34]([CH3:37])([CH3:36])[CH3:35])[C:8]([CH2:10][C:11]3[C:19]([O:20][CH3:21])=[CH:18][C:17]([CH3:22])=[C:16]4[C:12]=3[CH:13]=[CH:14][N:15]4[C:23]([O:25][C:26]([CH3:29])([CH3:28])[CH3:27])=[O:24])=[N:9][C:5]=2[CH:4]=1)#[N:2].[C:40]([C:42]1[CH:43]=[CH:44][C:45]2[N:49]=[C:48]([CH2:50][C:51]3[C:59]([O:60][CH3:61])=[CH:58][C:57]([CH3:62])=[C:56]4[C:52]=3[CH:53]=[CH:54][N:55]4[C:63]([O:65][C:66]([CH3:69])([CH3:68])[CH3:67])=[O:64])[N:47]([CH2:70][O:71][CH2:72][CH2:73][Si:74]([CH3:77])([CH3:76])[CH3:75])[C:46]=2[CH:78]=1)#[N:41].[Li+].C[Si]([N-][Si](C)(C)C)(C)C.Br[CH:90]([CH3:95])[C:91]([O:93][CH3:94])=[O:92].C([O-])(O)=O.[Na+]. Product: [C:1]([C:3]1[CH:39]=[CH:38][C:6]2[N:7]([CH2:30][O:31][CH2:32][CH2:33][Si:34]([CH3:36])([CH3:37])[CH3:35])[C:8]([CH:10]([C:11]3[C:19]([O:20][CH3:21])=[CH:18][C:17]([CH3:22])=[C:16]4[C:12]=3[CH:13]=[CH:14][N:15]4[C:23]([O:25][C:26]([CH3:27])([CH3:28])[CH3:29])=[O:24])[CH:90]([CH3:95])[C:91]([O:93][CH3:94])=[O:92])=[N:9][C:5]=2[CH:4]=1)#[N:2].[C:40]([C:42]1[CH:43]=[CH:44][C:45]2[N:49]=[C:48]([CH:50]([C:51]3[C:59]([O:60][CH3:61])=[CH:58][C:57]([CH3:62])=[C:56]4[C:52]=3[CH:53]=[CH:54][N:55]4[C:63]([O:65][C:66]([CH3:67])([CH3:68])[CH3:69])=[O:64])[CH:90]([CH3:95])[C:91]([O:93][CH3:94])=[O:92])[N:47]([CH2:70][O:71][CH2:72][CH2:73][Si:74]([CH3:76])([CH3:77])[CH3:75])[C:46]=2[CH:78]=1)#[N:41]. The catalyst class is: 1. (6) Reactant: C[O:2][C:3](=[O:15])[C:4]1[CH:9]=[CH:8][CH:7]=[C:6]([C:10]([C:13]#[N:14])([CH3:12])[CH3:11])[CH:5]=1.[OH-].[Li+]. Product: [C:13]([C:10]([C:6]1[CH:5]=[C:4]([CH:9]=[CH:8][CH:7]=1)[C:3]([OH:15])=[O:2])([CH3:12])[CH3:11])#[N:14]. The catalyst class is: 20.